From a dataset of Forward reaction prediction with 1.9M reactions from USPTO patents (1976-2016). Predict the product of the given reaction. (1) Given the reactants [Cl-:1].[Cl-].[Cl-].[Cl-].[Zr+4:5].[CH2:6]1[CH2:10]O[CH2:8][CH2:7]1.[CH3:11][Si:12]1([CH:16]2[C:24]3[C:19](=[CH:20][CH:21]=[CH:22][CH:23]=3)[CH:18]=[CH:17]2)[CH2:15][CH2:14][CH2:13]1.[Li], predict the reaction product. The product is: [Cl-:1].[Cl-:1].[CH3:11][Si:12]1([C:7]2[CH:8]([Zr+2:5][CH:24]3[C:19]4[C:18](=[CH:23][CH:22]=[CH:21][CH:20]=4)[CH:17]=[C:16]3[Si:12]3([CH3:11])[CH2:13][CH2:14][CH2:15]3)[C:18]3[C:10]([CH:6]=2)=[CH:23][CH:24]=[CH:16][CH:17]=3)[CH2:15][CH2:14][CH2:13]1. (2) Given the reactants [Si:1]([O:8][C@@H:9]1[C@H:13]([CH2:14][O:15][Si:16]([C:19]([CH3:22])([CH3:21])[CH3:20])([CH3:18])[CH3:17])[CH2:12][C@@H:11]([NH:23][C:24]2[CH:29]=[C:28]([C:30]#[C:31][C:32]3[CH:37]=[CH:36][CH:35]=[CH:34][CH:33]=3)[N:27]=[CH:26][N:25]=2)[CH2:10]1)([C:4]([CH3:7])([CH3:6])[CH3:5])([CH3:3])[CH3:2], predict the reaction product. The product is: [Si:1]([O:8][C@@H:9]1[C@H:13]([CH2:14][O:15][Si:16]([C:19]([CH3:22])([CH3:21])[CH3:20])([CH3:18])[CH3:17])[CH2:12][C@@H:11]([NH:23][C:24]2[CH:29]=[C:28]([CH2:30][CH2:31][C:32]3[CH:33]=[CH:34][CH:35]=[CH:36][CH:37]=3)[N:27]=[CH:26][N:25]=2)[CH2:10]1)([C:4]([CH3:5])([CH3:6])[CH3:7])([CH3:3])[CH3:2]. (3) Given the reactants [C:1]([O:4][C@@H:5]1[C@@H:10]([O:11][C:12](=[O:14])[CH3:13])[C@H:9]([O:15][C:16](=[O:18])[CH3:17])[C@@H:8]([CH2:19][O:20][C:21](=[O:23])[CH3:22])[O:7][C@H:6]1[O:24][C:25]1[C:29]([CH2:30][C:31]2[CH:36]=[CH:35][C:34]([O:37][CH2:38][CH2:39][NH2:40])=[CH:33][C:32]=2[CH3:41])=[C:28]([CH:42]([CH3:44])[CH3:43])[NH:27][N:26]=1)(=[O:3])[CH3:2].C(N(CC)CC)C.Cl[C:53](OC1C=CC([N+]([O-])=O)=CC=1)=[O:54].[CH2:65]([OH:72])[C:66]([NH2:71])([CH2:69][OH:70])[CH2:67][OH:68], predict the reaction product. The product is: [C:1]([O:4][C@@H:5]1[C@@H:10]([O:11][C:12](=[O:14])[CH3:13])[C@H:9]([O:15][C:16](=[O:18])[CH3:17])[C@@H:8]([CH2:19][O:20][C:21](=[O:23])[CH3:22])[O:7][C@H:6]1[O:24][C:25]1[C:29]([CH2:30][C:31]2[CH:36]=[CH:35][C:34]([O:37][CH2:38][CH2:39][NH:40][C:53]([NH:71][C:66]([CH2:69][OH:70])([CH2:67][OH:68])[CH2:65][OH:72])=[O:54])=[CH:33][C:32]=2[CH3:41])=[C:28]([CH:42]([CH3:44])[CH3:43])[NH:27][N:26]=1)(=[O:3])[CH3:2].